The task is: Binary Classification. Given a drug SMILES string, predict its activity (active/inactive) in a high-throughput screening assay against a specified biological target.. This data is from Kir2.1 potassium channel HTS with 301,493 compounds. The molecule is O=C(C1CN(CCC1)Cc1n(ccc1)c1cccnc1)c1cc2OCOc2cc1. The result is 0 (inactive).